From a dataset of Catalyst prediction with 721,799 reactions and 888 catalyst types from USPTO. Predict which catalyst facilitates the given reaction. (1) Reactant: [H-].[H-].[H-].[H-].[Li+].[Al+3].[CH2:7]([C:9]([C:27]1[CH:32]=[CH:31][C:30]([OH:33])=[C:29]([CH3:34])[CH:28]=1)([C:12]1[CH:17]=[CH:16][C:15]([C:18]#[C:19][C:20]([CH2:24][CH3:25])([OH:23])[CH2:21][CH3:22])=[C:14]([CH3:26])[CH:13]=1)[CH2:10][CH3:11])[CH3:8].O. Product: [CH2:7]([C:9]([C:27]1[CH:32]=[CH:31][C:30]([OH:33])=[C:29]([CH3:34])[CH:28]=1)([C:12]1[CH:17]=[CH:16][C:15]([CH:18]=[CH:19][C:20]([CH2:21][CH3:22])([OH:23])[CH2:24][CH3:25])=[C:14]([CH3:26])[CH:13]=1)[CH2:10][CH3:11])[CH3:8]. The catalyst class is: 7. (2) Product: [CH3:10][O:9][C:7](=[O:8])[C:6]1[CH:11]=[C:2]([Cl:1])[CH:3]=[CH:4][C:5]=1[O:12][C@H:36]1[CH2:37][CH2:38][C@@H:33]([O:32][Si:31]([C:27]([CH3:30])([CH3:29])[CH3:28])([CH3:40])[CH3:41])[CH2:34][CH2:35]1. Reactant: [Cl:1][C:2]1[CH:3]=[CH:4][C:5]([OH:12])=[C:6]([CH:11]=1)[C:7]([O:9][CH3:10])=[O:8].N(C(OC(C)C)=O)=NC(OC(C)C)=O.[C:27]([Si:31]([CH3:41])([CH3:40])[O:32][C@H:33]1[CH2:38][CH2:37][C@H:36](O)[CH2:35][CH2:34]1)([CH3:30])([CH3:29])[CH3:28].C1(P(C2C=CC=CC=2)C2C=CC=CC=2)C=CC=CC=1. The catalyst class is: 30. (3) Reactant: [OH:1][C@H:2]([CH3:13])[CH2:3][N:4]1[CH:8]=[C:7]([C:9]([OH:11])=O)[N:6]=[C:5]1[CH3:12].[NH2:14][C@@H:15]([CH3:31])[CH2:16][N:17]1[CH:21]=[CH:20][C:19]([C:22]2[CH:29]=[CH:28][C:25]([C:26]#[N:27])=[C:24]([Cl:30])[CH:23]=2)=[N:18]1.CN(C=O)C. Product: [Cl:30][C:24]1[CH:23]=[C:22]([C:19]2[CH:20]=[CH:21][N:17]([CH2:16][C@@H:15]([NH:14][C:9]([C:7]3[N:6]=[C:5]([CH3:12])[N:4]([CH2:3][C@H:2]([OH:1])[CH3:13])[CH:8]=3)=[O:11])[CH3:31])[N:18]=2)[CH:29]=[CH:28][C:25]=1[C:26]#[N:27]. The catalyst class is: 2. (4) Reactant: [NH2:1][C@@H:2]1[C:11]2[C:6](=[CH:7][CH:8]=[CH:9][CH:10]=2)[C@H:5]([OH:12])[CH2:4][CH2:3]1.[H-].[Na+].[CH3:15][C@H:16]1[CH2:21][CH2:20][CH2:19][C@@H:18]([CH3:22])[N:17]1[C:23]1[N:27]2[CH:28]=[C:29](F)[CH:30]=[CH:31][C:26]2=[N:25][N:24]=1. Product: [CH3:15][C@H:16]1[CH2:21][CH2:20][CH2:19][C@@H:18]([CH3:22])[N:17]1[C:23]1[N:27]2[CH:28]=[C:29]([O:12][C@H:5]3[C:6]4[C:11](=[CH:10][CH:9]=[CH:8][CH:7]=4)[C@@H:2]([NH2:1])[CH2:3][CH2:4]3)[CH:30]=[CH:31][C:26]2=[N:25][N:24]=1. The catalyst class is: 18. (5) Reactant: [Cl:1][C:2]1[N:7]=[N:6][C:5]([CH2:8][C:9]2[CH:10]=[C:11]([CH:16]=[CH:17][C:18]=2[O:19][CH3:20])[C:12]([O:14][CH3:15])=[O:13])=[CH:4][CH:3]=1.[CH3:21][Si:22]([CH3:31])([CH3:30])[C:23]#[C:24][C:25](OCC)=[O:26]. Product: [Cl:1][C:2]1[N:7]=[N:6][C:5]([CH:8]([C:9]2[CH:10]=[C:11]([CH:16]=[CH:17][C:18]=2[O:19][CH3:20])[C:12]([O:14][CH3:15])=[O:13])[C:25](=[O:26])[C:24]#[C:23][Si:22]([CH3:31])([CH3:30])[CH3:21])=[CH:4][CH:3]=1. The catalyst class is: 1. (6) Reactant: [NH2:1][C@H:2]1[CH2:7][CH2:6][C@H:5]([NH:8][C:9]2[C:17]([F:18])=[CH:16][C:12]([C:13]([NH2:15])=[O:14])=[C:11]([O:19][CH3:20])[N:10]=2)[CH2:4][CH2:3]1.[S:21]1(=[O:29])(=[O:28])[CH2:26][CH2:25][C:24](=O)[CH2:23][CH2:22]1.C([BH3-])#N.[Na+]. Product: [O:28]=[S:21]1(=[O:29])[CH2:26][CH2:25][CH:24]([NH:1][C@H:2]2[CH2:7][CH2:6][C@H:5]([NH:8][C:9]3[C:17]([F:18])=[CH:16][C:12]([C:13]([NH2:15])=[O:14])=[C:11]([O:19][CH3:20])[N:10]=3)[CH2:4][CH2:3]2)[CH2:23][CH2:22]1. The catalyst class is: 5.